This data is from Peptide-MHC class I binding affinity with 185,985 pairs from IEDB/IMGT. The task is: Regression. Given a peptide amino acid sequence and an MHC pseudo amino acid sequence, predict their binding affinity value. This is MHC class I binding data. (1) The peptide sequence is KVADVDLAVPV. The MHC is HLA-A25:01 with pseudo-sequence HLA-A25:01. The binding affinity (normalized) is 0.0847. (2) The peptide sequence is ILYAHLHKL. The MHC is HLA-A02:01 with pseudo-sequence HLA-A02:01. The binding affinity (normalized) is 0.898. (3) The peptide sequence is YPARVKCAL. The MHC is HLA-B08:01 with pseudo-sequence HLA-B08:01. The binding affinity (normalized) is 0.577. (4) The peptide sequence is PPSGKGGNY. The MHC is HLA-B27:05 with pseudo-sequence HLA-B27:05. The binding affinity (normalized) is 0.0847. (5) The peptide sequence is EVNAHIHTM. The MHC is HLA-A02:01 with pseudo-sequence HLA-A02:01. The binding affinity (normalized) is 0.0847. (6) The peptide sequence is FRYEFTAPF. The MHC is HLA-A02:19 with pseudo-sequence HLA-A02:19. The binding affinity (normalized) is 0.0847. (7) The peptide sequence is LPIDKCSRI. The MHC is HLA-B54:01 with pseudo-sequence HLA-B54:01. The binding affinity (normalized) is 0.416.